The task is: Predict which catalyst facilitates the given reaction.. This data is from Catalyst prediction with 721,799 reactions and 888 catalyst types from USPTO. (1) Reactant: [O:1]=[C:2]1[N:6]([C:7]2[CH:12]=[CH:11][CH:10]=[CH:9][CH:8]=2)[C@H:5]([C:13]([O:15]C)=[O:14])[CH2:4][CH2:3]1.[OH-].[Na+]. Product: [O:1]=[C:2]1[N:6]([C:7]2[CH:12]=[CH:11][CH:10]=[CH:9][CH:8]=2)[C@H:5]([C:13]([OH:15])=[O:14])[CH2:4][CH2:3]1. The catalyst class is: 8. (2) The catalyst class is: 1. Product: [CH3:5][O:4][C:2](=[O:3])[NH:13][CH2:14][CH2:15][NH:16][C:17]1[N:26]=[C:25]([N:27]([C:29]2[CH:30]=[CH:31][C:32]([O:35][CH3:36])=[CH:33][CH:34]=2)[CH3:28])[C:24]2[C:19](=[CH:20][CH:21]=[C:22]([CH3:37])[CH:23]=2)[N:18]=1. Reactant: Cl[C:2]([O:4][CH3:5])=[O:3].FC(F)(F)C(O)=O.[NH2:13][CH2:14][CH2:15][NH:16][C:17]1[N:26]=[C:25]([N:27]([C:29]2[CH:34]=[CH:33][C:32]([O:35][CH3:36])=[CH:31][CH:30]=2)[CH3:28])[C:24]2[C:19](=[CH:20][CH:21]=[C:22]([CH3:37])[CH:23]=2)[N:18]=1.CCN(C(C)C)C(C)C. (3) Reactant: [CH:1]1([C:4]2[C:12]3[C:7](=[CH:8][C:9]([C:13]([O:15]C)=[O:14])=[CH:10][CH:11]=3)[N:6]([C:17]3[N:22]=[CH:21][C:20]([C:23]4[CH:28]=[CH:27][CH:26]=[CH:25][CH:24]=4)=[CH:19][N:18]=3)[N:5]=2)[CH2:3][CH2:2]1.[OH-].[Li+]. Product: [CH:1]1([C:4]2[C:12]3[C:7](=[CH:8][C:9]([C:13]([OH:15])=[O:14])=[CH:10][CH:11]=3)[N:6]([C:17]3[N:22]=[CH:21][C:20]([C:23]4[CH:28]=[CH:27][CH:26]=[CH:25][CH:24]=4)=[CH:19][N:18]=3)[N:5]=2)[CH2:2][CH2:3]1. The catalyst class is: 87. (4) Product: [O:1]1[C:5]2([CH2:9][CH2:8][CH:7]([O:10][CH2:14][C:15]3[C:16]([C:23]4[C:24]([Cl:30])=[CH:25][CH:26]=[CH:27][C:28]=4[Cl:29])=[N:17][O:18][C:19]=3[CH:20]3[CH2:22][CH2:21]3)[CH2:6]2)[O:4][CH2:3][CH2:2]1. Reactant: [O:1]1[C:5]2([CH2:9][CH2:8][CH:7]([OH:10])[CH2:6]2)[O:4][CH2:3][CH2:2]1.[H-].[Na+].Cl[CH2:14][C:15]1[C:16]([C:23]2[C:28]([Cl:29])=[CH:27][CH:26]=[CH:25][C:24]=2[Cl:30])=[N:17][O:18][C:19]=1[CH:20]1[CH2:22][CH2:21]1. The catalyst class is: 44. (5) Reactant: [F:1][C:2]1[CH:3]=[N:4][C:5]2[CH:6]=[CH:7][C:8](=[O:17])[N:9]3[CH:14]([CH2:15][OH:16])[CH2:13][CH2:12][C:11]=1[C:10]=23.CC(OI1(OC(C)=O)(OC(C)=O)OC(=O)C2C=CC=CC1=2)=O. Product: [F:1][C:2]1[CH:3]=[N:4][C:5]2[CH:6]=[CH:7][C:8](=[O:17])[N:9]3[CH:14]([CH:15]=[O:16])[CH2:13][CH2:12][C:11]=1[C:10]=23. The catalyst class is: 4. (6) Reactant: Cl.[F:2][C:3]([F:15])([F:14])[C:4]1[N:5]=[C:6]([C:9]2([CH2:12][NH2:13])[CH2:11][CH2:10]2)[S:7][CH:8]=1.CCN(CC)CC.[F:23][C:24]([F:35])([F:34])[C:25]1[CH:33]=[CH:32][CH:31]=[CH:30][C:26]=1[C:27](Cl)=[O:28].O. Product: [F:23][C:24]([F:34])([F:35])[C:25]1[CH:33]=[CH:32][CH:31]=[CH:30][C:26]=1[C:27]([NH:13][CH2:12][C:9]1([C:6]2[S:7][CH:8]=[C:4]([C:3]([F:2])([F:14])[F:15])[N:5]=2)[CH2:10][CH2:11]1)=[O:28]. The catalyst class is: 4. (7) Reactant: [C:1]1([C:7]([CH2:18][C:19]([CH3:21])=[CH2:20])([C:13](OCC)=O)[C:8]([O:10]CC)=[O:9])[CH:6]=[CH:5][CH:4]=[CH:3][CH:2]=1.[OH-].[Na+]. Product: [CH3:13][C:7]([C:1]1[CH:2]=[CH:3][CH:4]=[CH:5][CH:6]=1)([CH2:18][C:19]([CH3:21])=[CH2:20])[C:8]([OH:10])=[O:9]. The catalyst class is: 88. (8) Reactant: [C:1]([N:4]1[CH:9]([CH2:10][N:11]2[CH2:16][CH2:15][CH2:14][CH2:13][S:12]2(=[O:18])=[O:17])[CH2:8][N:7]([CH2:19][C:20]2[CH:25]=[CH:24][C:23]([F:26])=[CH:22][CH:21]=2)[C:6](=[O:27])[CH2:5]1)(=[O:3])[CH3:2].[C:28](OCC)(=[O:34])[C:29](OCC)=[O:30].C[Si]([N-][Si](C)(C)C)(C)C.[Na+].C1COCC1. Product: [O:17]=[S:12]1(=[O:18])[CH2:13][CH2:14][CH2:15][CH2:16][N:11]1[CH2:10][CH:9]1[N:4]2[C:1](=[O:3])[CH:2]=[C:28]([OH:34])[C:29]([OH:30])=[C:5]2[C:6](=[O:27])[N:7]([CH2:19][C:20]2[CH:21]=[CH:22][C:23]([F:26])=[CH:24][CH:25]=2)[CH2:8]1. The catalyst class is: 3. (9) Product: [F:1][C:2]1[CH:3]=[CH:4][C:5]([N:8]2[C:9](=[O:16])[CH:10]=[CH:11][C:12]([CH:14]=[O:15])=[CH:13]2)=[CH:6][CH:7]=1. The catalyst class is: 2. Reactant: [F:1][C:2]1[CH:7]=[CH:6][C:5]([N:8]2[CH:13]=[C:12]([CH2:14][OH:15])[CH:11]=[CH:10][C:9]2=[O:16])=[CH:4][CH:3]=1.CC(OI1(OC(C)=O)(OC(C)=O)OC(=O)C2C=CC=CC1=2)=O.S([O-])([O-])(=O)=S.[Na+].[Na+].C(=O)(O)[O-].[Na+]. (10) Reactant: [N:1]1[CH:6]=[CH:5][CH:4]=[CH:3][C:2]=1[Mg]Cl.[O:9]1[CH2:14][CH2:13][CH2:12][O:11][CH:10]1[C:15]1[CH:20]=[CH:19][C:18]([C:21]2[S:22][C:23]3[CH:29]=[C:28]([C:30](N(OC)C)=[O:31])[CH:27]=[CH:26][C:24]=3[N:25]=2)=[C:17]([F:36])[CH:16]=1.[NH4+].[Cl-]. Product: [O:11]1[CH2:12][CH2:13][CH2:14][O:9][CH:10]1[C:15]1[CH:20]=[CH:19][C:18]([C:21]2[S:22][C:23]3[CH:29]=[C:28]([C:30]([C:2]4[CH:3]=[CH:4][CH:5]=[CH:6][N:1]=4)=[O:31])[CH:27]=[CH:26][C:24]=3[N:25]=2)=[C:17]([F:36])[CH:16]=1. The catalyst class is: 1.